This data is from Full USPTO retrosynthesis dataset with 1.9M reactions from patents (1976-2016). The task is: Predict the reactants needed to synthesize the given product. (1) Given the product [C:1]([O:5][C:6]([NH:8][CH2:9][C:10]([NH:12][CH2:13][CH2:14][C:15]([OH:17])=[O:16])=[O:11])=[O:7])([CH3:4])([CH3:2])[CH3:3], predict the reactants needed to synthesize it. The reactants are: [C:1]([O:5][C:6]([NH:8][CH2:9][C:10]([NH:12][CH2:13][CH2:14][C:15]([O:17]CC)=[O:16])=[O:11])=[O:7])([CH3:4])([CH3:3])[CH3:2].[OH-].[Na+]. (2) Given the product [C:1]([O:5][C:6]([N:8]1[CH2:12][CH2:11][CH:10]([CH2:13][OH:14])[CH2:9]1)=[O:7])([CH3:4])([CH3:3])[CH3:2], predict the reactants needed to synthesize it. The reactants are: [C:1]([O:5][C:6]([N:8]1[CH2:12][CH2:11][CH:10]([CH:13]=[O:14])[CH2:9]1)=[O:7])([CH3:4])([CH3:3])[CH3:2].[BH4-].[Na+]. (3) Given the product [CH2:24]([S:31]([NH:1][C@H:2]([C:4]([N:6]1[C:12](=[O:13])[CH:11]([CH3:14])[C:10]2[CH:15]=[CH:16][CH:17]=[CH:18][C:9]=2[C:8]2[C:19]([NH2:23])=[CH:20][CH:21]=[CH:22][C:7]1=2)=[O:5])[CH3:3])(=[O:33])=[O:32])[C:25]1[CH:30]=[CH:29][CH:28]=[CH:27][CH:26]=1, predict the reactants needed to synthesize it. The reactants are: [NH2:1][C@H:2]([C:4]([N:6]1[C:12](=[O:13])[CH:11]([CH3:14])[C:10]2[CH:15]=[CH:16][CH:17]=[CH:18][C:9]=2[C:8]2[C:19]([NH2:23])=[CH:20][CH:21]=[CH:22][C:7]1=2)=[O:5])[CH3:3].[CH2:24]([S:31](Cl)(=[O:33])=[O:32])[C:25]1[CH:30]=[CH:29][CH:28]=[CH:27][CH:26]=1. (4) Given the product [C:1]([O:5][C@@H:6]([C:10]1[C:38]([CH3:39])=[N:37][C:36]2=[CH:40][C:33]3=[N:34][N:35]2[C:11]=1[N:12]1[CH2:13][CH2:14][C:15]([CH3:44])([O:16][CH2:17][CH2:18][CH2:19][CH2:20][O:21][C:22]2[CH:23]=[CH:24][CH:25]=[CH:26][C:27]=2[C:28]2[CH:41]=[C:32]3[CH:31]=[CH:30][CH:29]=2)[CH2:42][CH2:43]1)[C:7]([OH:9])=[O:8])([CH3:4])([CH3:2])[CH3:3], predict the reactants needed to synthesize it. The reactants are: [C:1]([O:5][C@@H:6]([C:10]1[C:38]([CH3:39])=[N:37][C:36]2=[CH:40][C:33]3=[N:34][N:35]2[C:11]=1[N:12]1[CH2:43][CH2:42][C:15]([CH3:44])([O:16][CH2:17][CH:18]=[CH:19][CH2:20][O:21][C:22]2[CH:23]=[CH:24][CH:25]=[CH:26][C:27]=2[C:28]2[CH:41]=[C:32]3[CH:31]=[CH:30][CH:29]=2)[CH2:14][CH2:13]1)[C:7]([OH:9])=[O:8])([CH3:4])([CH3:3])[CH3:2]. (5) Given the product [NH2:7][C:8]1[C:13]([Cl:14])=[CH:12][C:11]([C:15](=[O:31])[CH2:16][CH2:17][CH:18]2[CH2:19][CH2:20][N:21]([CH2:24][CH:25]3[CH2:26][CH2:27][CH2:28][CH2:29][CH2:30]3)[CH2:22][CH2:23]2)=[C:10]([OH:32])[CH:9]=1, predict the reactants needed to synthesize it. The reactants are: [Al+3].[Cl-].[Cl-].[Cl-].[Na+].[I-].[NH2:7][C:8]1[C:13]([Cl:14])=[CH:12][C:11]([C:15](=[O:31])[CH2:16][CH2:17][CH:18]2[CH2:23][CH2:22][N:21]([CH2:24][CH:25]3[CH2:30][CH2:29][CH2:28][CH2:27][CH2:26]3)[CH2:20][CH2:19]2)=[C:10]([O:32]C)[CH:9]=1.